This data is from Rat liver microsome stability data. The task is: Regression/Classification. Given a drug SMILES string, predict its absorption, distribution, metabolism, or excretion properties. Task type varies by dataset: regression for continuous measurements (e.g., permeability, clearance, half-life) or binary classification for categorical outcomes (e.g., BBB penetration, CYP inhibition). Dataset: rlm. (1) The compound is COc1cc(NC(C)CCCNC(=O)C2CCC3(CC2)OOC2(OO3)C3CC4CC(C3)CC2C4)c2ncccc2c1-c1ccccc1. The result is 0 (unstable in rat liver microsomes). (2) The molecule is COc1cc(-c2c(C#N)c(N)nc3c2c(C)nn3-c2ccc(F)cc2)ccc1O. The result is 0 (unstable in rat liver microsomes). (3) The compound is NC(=O)O[C@H](CCN1CCN(c2ccccc2)CC1)c1ccccc1. The result is 1 (stable in rat liver microsomes). (4) The molecule is O=C(CC1(N2CCOCC2)CCCCC1)Nc1ccc2[nH]nc(-c3ccc(N4CCOCC4)cc3)c2c1. The result is 1 (stable in rat liver microsomes). (5) The compound is COc1ccc(NC(=O)C2=C(C)N=C(Nc3nc4ccccc4o3)NC2c2ccccc2Br)cc1. The result is 1 (stable in rat liver microsomes). (6) The drug is CCC(C)(C)Cc1c[nH]c(CCc2ccc(-c3ccccn3)cc2)n1. The result is 1 (stable in rat liver microsomes). (7) The molecule is OCCN1CCN(CCCN2c3ccccc3Sc3ccc(Cl)cc32)CC1. The result is 1 (stable in rat liver microsomes).